This data is from Catalyst prediction with 721,799 reactions and 888 catalyst types from USPTO. The task is: Predict which catalyst facilitates the given reaction. Reactant: [CH2:1]([O:8][C:9]1[C:10](=[O:16])[CH:11]=[C:12]([CH3:15])O[CH:14]=1)[C:2]1[CH:7]=[CH:6][CH:5]=[CH:4][CH:3]=1.[NH2:17][C:18]1[CH:19]=[C:20]([C:24]2[CH:29]=[CH:28][CH:27]=[CH:26][CH:25]=2)[CH:21]=[CH:22][CH:23]=1. Product: [CH2:1]([O:8][C:9]1[C:10](=[O:16])[CH:11]=[C:12]([CH3:15])[N:17]([C:18]2[CH:19]=[C:20]([C:24]3[CH:25]=[CH:26][CH:27]=[CH:28][CH:29]=3)[CH:21]=[CH:22][CH:23]=2)[CH:14]=1)[C:2]1[CH:3]=[CH:4][CH:5]=[CH:6][CH:7]=1. The catalyst class is: 52.